From a dataset of Full USPTO retrosynthesis dataset with 1.9M reactions from patents (1976-2016). Predict the reactants needed to synthesize the given product. (1) Given the product [CH3:22][N:21]1[C:14]2[N:15]([C:16](=[O:18])[N:17]=[C:12]([O:1][CH2:2][C:3]3[CH:4]=[C:5]([CH:8]=[CH:9][CH:10]=3)[C:6]#[N:7])[CH:13]=2)[CH2:19][C@H:20]1[CH3:23], predict the reactants needed to synthesize it. The reactants are: [OH:1][CH2:2][C:3]1[CH:4]=[C:5]([CH:8]=[CH:9][CH:10]=1)[C:6]#[N:7].Cl[C:12]1[CH:13]=[C:14]2[N:21]([CH3:22])[C@H:20]([CH3:23])[CH2:19][N:15]2[C:16](=[O:18])[N:17]=1. (2) Given the product [CH3:58][O:59][C:60]([C:62]1([NH:67][C:23]([C:14]2[CH:15]=[CH:16][C:17]3[C:22](=[CH:21][CH:20]=[CH:19][CH:18]=3)[C:13]=2[O:12][CH2:11][CH:2]2[O:1][C:6]3[CH:7]=[CH:8][CH:9]=[CH:10][C:5]=3[O:4][CH2:3]2)=[O:24])[CH2:66][CH2:65][CH2:64][CH2:63]1)=[O:61], predict the reactants needed to synthesize it. The reactants are: [O:1]1[C:6]2[CH:7]=[CH:8][CH:9]=[CH:10][C:5]=2[O:4][CH2:3][CH:2]1[CH2:11][O:12][C:13]1[C:22]2[C:17](=[CH:18][CH:19]=[CH:20][CH:21]=2)[CH:16]=[CH:15][C:14]=1[C:23](O)=[O:24].ON1C2C=CC=CC=2N=N1.Cl.C(N=C=NCCCN(C)C)C.C(N(CC)C(C)C)(C)C.Cl.[CH3:58][O:59][C:60]([C:62]1([NH2:67])[CH2:66][CH2:65][CH2:64][CH2:63]1)=[O:61]. (3) Given the product [C:47]([NH:42][CH2:43][C:44]([NH:8][C@H:9]([CH2:34][C:35]1[CH:40]=[CH:39][C:38]([Cl:41])=[CH:37][CH:36]=1)[C:10]([NH:12][N:13]1[CH2:17][CH2:16][C@H:15]([N:18]([CH:28]2[CH2:29][CH2:30][CH2:31][CH2:32][CH2:33]2)[C:19](=[O:27])[C@H:20]([CH3:26])[CH2:21][O:22][C:23](=[O:25])[CH3:24])[CH2:14]1)=[O:11])=[O:45])([O:49][C:50]([CH3:51])([CH3:52])[CH3:53])=[O:48], predict the reactants needed to synthesize it. The reactants are: OC(C(F)(F)F)=O.[NH2:8][C@H:9]([CH2:34][C:35]1[CH:40]=[CH:39][C:38]([Cl:41])=[CH:37][CH:36]=1)[C:10]([NH:12][N:13]1[CH2:17][CH2:16][C@H:15]([N:18]([CH:28]2[CH2:33][CH2:32][CH2:31][CH2:30][CH2:29]2)[C:19](=[O:27])[C@H:20]([CH3:26])[CH2:21][O:22][C:23](=[O:25])[CH3:24])[CH2:14]1)=[O:11].[NH:42]([C:47]([O:49][C:50]([CH3:53])([CH3:52])[CH3:51])=[O:48])[CH2:43][C:44](O)=[O:45].